From a dataset of Full USPTO retrosynthesis dataset with 1.9M reactions from patents (1976-2016). Predict the reactants needed to synthesize the given product. (1) Given the product [C:1]([O:5][C:6](=[O:21])[NH:7][CH:8]([CH:9]([C:10]1[CH:37]=[C:36]([CH:35]([CH3:38])[CH3:34])[O:13][N:11]=1)[O:14][Si:15]([CH3:18])([CH3:17])[CH3:16])[CH2:19][CH3:20])([CH3:2])([CH3:3])[CH3:4], predict the reactants needed to synthesize it. The reactants are: [C:1]([O:5][C:6](=[O:21])[NH:7][CH:8]([CH2:19][CH3:20])[CH:9]([O:14][Si:15]([CH3:18])([CH3:17])[CH3:16])[CH2:10][N+:11]([O-:13])=O)([CH3:4])([CH3:3])[CH3:2].C1(N=C=O)C=CC(N=C=O)=CC=1.[CH3:34][CH:35]([CH3:38])[C:36]#[CH:37].O. (2) Given the product [CH3:1][C:2]1[CH:6]=[C:5]([C:7]2([C:8]([OH:10])=[O:9])[CH2:15][CH2:14]2)[O:4][N:3]=1, predict the reactants needed to synthesize it. The reactants are: [CH3:1][C:2]1[CH:6]=[C:5]([CH2:7][C:8]([O:10]CC)=[O:9])[O:4][N:3]=1.Br[CH2:14][CH2:15]Br.[OH-].[Na+].